From a dataset of Forward reaction prediction with 1.9M reactions from USPTO patents (1976-2016). Predict the product of the given reaction. (1) Given the reactants [Cl:1][C:2]1[CH:7]=[CH:6][C:5]([CH:8]2[CH2:12][NH:11][CH2:10][CH:9]2[N:13]([CH3:28])[C:14](=[O:27])[C:15]2[CH:20]=[CH:19][C:18]([O:21][CH3:22])=[C:17]([C:23]([F:26])([F:25])[F:24])[CH:16]=2)=[CH:4][CH:3]=1.[F:29][C:30]1[CH:38]=[CH:37][C:33]([C:34](Cl)=[O:35])=[CH:32][CH:31]=1.C(N(CC)C(C)C)(C)C, predict the reaction product. The product is: [Cl:1][C:2]1[CH:3]=[CH:4][C:5]([CH:8]2[CH2:12][N:11]([C:34](=[O:35])[C:33]3[CH:37]=[CH:38][C:30]([F:29])=[CH:31][CH:32]=3)[CH2:10][CH:9]2[N:13]([CH3:28])[C:14](=[O:27])[C:15]2[CH:20]=[CH:19][C:18]([O:21][CH3:22])=[C:17]([C:23]([F:24])([F:25])[F:26])[CH:16]=2)=[CH:6][CH:7]=1. (2) Given the reactants [NH2:1][C:2]1[CH:7]=[CH:6][N:5]=[C:4]([Cl:8])[CH:3]=1.C(N(CC)CC)C.[C:16]([O:20][C:21](O[C:21]([O:20][C:16]([CH3:19])([CH3:18])[CH3:17])=[O:22])=[O:22])([CH3:19])([CH3:18])[CH3:17], predict the reaction product. The product is: [C:21]([N:5]1[CH:6]=[CH:7][C:2]([NH2:1])=[CH:3][CH:4]1[Cl:8])([O:20][C:16]([CH3:19])([CH3:18])[CH3:17])=[O:22]. (3) Given the reactants Cl.[CH3:2][N:3]([CH2:25][CH:26]1[CH2:31][CH2:30][NH:29][CH2:28][CH2:27]1)[C:4](=[O:24])/[CH:5]=[CH:6]/[C:7]1[CH:12]=[CH:11][C:10]([C:13]([F:16])([F:15])[F:14])=[CH:9][C:8]=1[CH2:17][N:18]1[N:22]=[N:21][C:20]([CH3:23])=[N:19]1.[F:32][C:33]1[CH:40]=[CH:39][C:36]([CH:37]=O)=[CH:35][CH:34]=1.B.N1C=CC=CC=1C, predict the reaction product. The product is: [F:32][C:33]1[CH:40]=[CH:39][C:36]([CH2:37][N:29]2[CH2:30][CH2:31][CH:26]([CH2:25][N:3]([CH3:2])[C:4](=[O:24])/[CH:5]=[CH:6]/[C:7]3[CH:12]=[CH:11][C:10]([C:13]([F:16])([F:15])[F:14])=[CH:9][C:8]=3[CH2:17][N:18]3[N:22]=[N:21][C:20]([CH3:23])=[N:19]3)[CH2:27][CH2:28]2)=[CH:35][CH:34]=1.